From a dataset of Reaction yield outcomes from USPTO patents with 853,638 reactions. Predict the reaction yield, written as a fraction of the theoretical maximum amount of product (1.0 means a 100% yield; for example, 0.34 means a 34% yield). (1) The yield is 0.690. The product is [CH2:29]([N:21]([CH2:19][CH3:20])[C:22](=[O:28])[O:23][CH2:24][N:25]1[CH:13]=[C:12]([C:10]2[C:9](=[O:14])[N:8]([CH:15]([CH3:16])[CH3:17])[C:6]3[N:7]=[C:2]([NH2:1])[N:3]=[C:4]([CH3:18])[C:5]=3[CH:11]=2)[N:27]=[N:26]1)[CH3:30]. The catalyst is S([O-])([O-])(=O)=O.[Cu+2].CC(O)(C)C.O. The reactants are [NH2:1][C:2]1[N:3]=[C:4]([CH3:18])[C:5]2[CH:11]=[C:10]([C:12]#[CH:13])[C:9](=[O:14])[N:8]([CH:15]([CH3:17])[CH3:16])[C:6]=2[N:7]=1.[CH2:19]([N:21]([CH2:29][CH3:30])[C:22](=[O:28])[O:23][CH2:24][N:25]=[N+:26]=[N-:27])[CH3:20]. (2) The reactants are [SH:1][C:2]1[CH:10]=[CH:9][CH:8]=[CH:7][C:3]=1[C:4]([OH:6])=[O:5].C([O-])(O)=O.[Na+].[C:16](Cl)(=[O:23])[C:17]1[CH:22]=[CH:21][CH:20]=[CH:19][CH:18]=1.C([O-])([O-])=O.[Na+].[Na+].Cl. The catalyst is O. The product is [C:16]([S:1][C:2]1[CH:10]=[CH:9][CH:8]=[CH:7][C:3]=1[C:4]([OH:6])=[O:5])(=[O:23])[C:17]1[CH:22]=[CH:21][CH:20]=[CH:19][CH:18]=1. The yield is 0.830.